From a dataset of Full USPTO retrosynthesis dataset with 1.9M reactions from patents (1976-2016). Predict the reactants needed to synthesize the given product. (1) Given the product [C:1]([O:5][C:6]([N:8]1[CH2:12][C@@H:11]([CH2:13][N:14]([CH:31]([CH3:32])[CH3:33])[C:15](=[O:30])[C:16]2[CH:21]=[CH:20][C:19]([O:22][CH3:23])=[C:18]([O:24][CH2:25][CH2:26][CH2:27][O:28][CH3:29])[CH:17]=2)[C@H:10]([CH:34]=[O:35])[CH2:9]1)=[O:7])([CH3:4])([CH3:3])[CH3:2], predict the reactants needed to synthesize it. The reactants are: [C:1]([O:5][C:6]([N:8]1[CH2:12][C@@H:11]([CH2:13][N:14]([CH:31]([CH3:33])[CH3:32])[C:15](=[O:30])[C:16]2[CH:21]=[CH:20][C:19]([O:22][CH3:23])=[C:18]([O:24][CH2:25][CH2:26][CH2:27][O:28][CH3:29])[CH:17]=2)[C@H:10]([CH2:34][OH:35])[CH2:9]1)=[O:7])([CH3:4])([CH3:3])[CH3:2].CC#N.O.CC#N. (2) Given the product [CH:26]1([CH:30]=[C:11]2[CH2:10][CH2:9][C:8]3[CH:7]=[C:6]([C:12]([O:14][CH3:15])=[O:13])[CH:5]=[CH:4][C:3]=3[C:2]2=[O:1])[CH2:29][CH2:28][CH2:27]1, predict the reactants needed to synthesize it. The reactants are: [O:1]=[C:2]1[CH2:11][CH2:10][CH2:9][C:8]2[CH:7]=[C:6]([C:12]([O:14][CH3:15])=[O:13])[CH:5]=[CH:4][C:3]1=2.C[Si](C)(C)[N-][Si](C)(C)C.[Li+].[CH:26]1([CH:30]=O)[CH2:29][CH2:28][CH2:27]1. (3) Given the product [I:8][C:9]1[C:10]([C:22]([F:28])([F:27])[C:23]([F:24])([F:25])[F:26])=[N:11][N:12]([CH2:14][C:15]2[CH:16]=[CH:17][C:18]([NH:19][C:29](=[O:30])[O:31][C:32]([CH3:35])([CH3:34])[CH3:33])=[C:20]([CH3:1])[CH:21]=2)[CH:13]=1, predict the reactants needed to synthesize it. The reactants are: [C:1]1(C)C=CC=CC=1.[I:8][C:9]1[C:10]([C:22]([F:28])([F:27])[C:23]([F:26])([F:25])[F:24])=[N:11][N:12]([CH2:14][C:15]2[CH:21]=[CH:20][C:18]([NH2:19])=[CH:17][CH:16]=2)[CH:13]=1.[C:29](O[C:29]([O:31][C:32]([CH3:35])([CH3:34])[CH3:33])=[O:30])([O:31][C:32]([CH3:35])([CH3:34])[CH3:33])=[O:30]. (4) The reactants are: [Br:1][C:2]1[CH:3]=[N:4][C:5]([O:11][C:12]2[CH:17]=[CH:16][C:15]([O:18][CH3:19])=[CH:14][CH:13]=2)=[C:6]([CH:10]=1)[C:7]([OH:9])=O.[OH-].[K+]. Given the product [Br:1][C:2]1[CH:10]=[C:6]2[C:7](=[O:9])[C:17]3[C:12](=[CH:13][CH:14]=[C:15]([O:18][CH3:19])[CH:16]=3)[O:11][C:5]2=[N:4][CH:3]=1, predict the reactants needed to synthesize it. (5) The reactants are: [Br:1][C:2]1[C:11]([O:12][CH2:13][C:14]#[N:15])=[CH:10][CH:9]=[C:8]2[C:3]=1[CH:4]=[CH:5][C:6]([CH2:16][N:17]([CH3:30])[C:18]([C:20]1[C:28]3[C:23](=[CH:24][CH:25]=[CH:26][CH:27]=3)[N:22]([CH3:29])[CH:21]=1)=[O:19])=[CH:7]2.[N-:31]=[N+:32]=[N-:33].[Na+].[Cl-].[NH4+]. Given the product [Br:1][C:2]1[C:11]([O:12][CH2:13][C:14]2[NH:33][N:32]=[N:31][N:15]=2)=[CH:10][CH:9]=[C:8]2[C:3]=1[CH:4]=[CH:5][C:6]([CH2:16][N:17]([CH3:30])[C:18]([C:20]1[C:28]3[C:23](=[CH:24][CH:25]=[CH:26][CH:27]=3)[N:22]([CH3:29])[CH:21]=1)=[O:19])=[CH:7]2, predict the reactants needed to synthesize it.